This data is from Full USPTO retrosynthesis dataset with 1.9M reactions from patents (1976-2016). The task is: Predict the reactants needed to synthesize the given product. (1) Given the product [OH:16][CH2:15][CH:7]1[CH2:8][CH:9]([CH2:11][OH:12])[CH2:10][C:5]2([O:1][CH2:2][CH2:3][O:4]2)[CH2:6]1, predict the reactants needed to synthesize it. The reactants are: [O:1]1[C:5]2([CH2:10][CH:9]([C:11](OC)=[O:12])[CH2:8][CH:7]([C:15](OC)=[O:16])[CH2:6]2)[O:4][CH2:3][CH2:2]1.[H-].[Al+3].[Li+].[H-].[H-].[H-].C(OCC)C.[OH-].[Na+]. (2) Given the product [ClH:13].[CH:1]1([C@:4]2([C:11]#[N:12])[CH2:8][C@H:7]([CH3:9])[N:6]([C:14]3[CH:19]=[CH:18][N:17]=[C:16]([NH:20][C:21]4[CH:22]=[N:23][N:24]([C:26]([CH3:30])([CH3:29])[CH2:27][OH:28])[CH:25]=4)[N:15]=3)[C:5]2=[O:10])[CH2:2][CH2:3]1, predict the reactants needed to synthesize it. The reactants are: [CH:1]1([C@:4]2([C:11]#[N:12])[CH2:8][C@H:7]([CH3:9])[NH:6][C:5]2=[O:10])[CH2:3][CH2:2]1.[Cl:13][C:14]1[CH:19]=[CH:18][N:17]=[C:16]([NH:20][C:21]2[CH:22]=[N:23][N:24]([C:26]([CH3:30])([CH3:29])[CH2:27][OH:28])[CH:25]=2)[N:15]=1.C(=O)([O-])[O-].[K+].[K+].C1(P(C2C=CC=CC=2)C2C3OC4C(=CC=CC=4P(C4C=CC=CC=4)C4C=CC=CC=4)C(C)(C)C=3C=CC=2)C=CC=CC=1. (3) The reactants are: [NH2:1][C:2](=[O:40])[CH2:3][NH:4][C:5]1[N:6]([CH3:39])[C:7](=[O:38])[C:8]2[C:13]([C:14]3[CH:19]=[CH:18][CH:17]=[CH:16][CH:15]=3)=[C:12]([C:20]3[CH:25]=[CH:24][C:23]([C:26]4([NH:30]C(=O)OC(C)(C)C)[CH2:29][CH2:28][CH2:27]4)=[CH:22][CH:21]=3)[O:11][C:9]=2[N:10]=1.C(O)(C(F)(F)F)=O. Given the product [NH2:30][C:26]1([C:23]2[CH:24]=[CH:25][C:20]([C:12]3[O:11][C:9]4[N:10]=[C:5]([NH:4][CH2:3][C:2]([NH2:1])=[O:40])[N:6]([CH3:39])[C:7](=[O:38])[C:8]=4[C:13]=3[C:14]3[CH:15]=[CH:16][CH:17]=[CH:18][CH:19]=3)=[CH:21][CH:22]=2)[CH2:27][CH2:28][CH2:29]1, predict the reactants needed to synthesize it. (4) Given the product [C:4]1([NH2:1])[C:12]2[C:11]3[CH:13]=[CH:14][CH:15]=[CH:16][C:10]=3[O:9][C:8]=2[CH:7]=[CH:6][CH:5]=1, predict the reactants needed to synthesize it. The reactants are: [N+:1]([C:4]1[C:12]2[C:11]3[CH:13]=[CH:14][CH:15]=[CH:16][C:10]=3[O:9][C:8]=2[CH:7]=[CH:6][CH:5]=1)([O-])=O. (5) Given the product [CH2:1]([N:5]([CH2:6][C:7]1[S:8][C:9]([C:12]2[CH:17]=[CH:16][CH:15]=[C:14]([S:18]([CH3:21])(=[O:20])=[O:19])[CH:13]=2)=[CH:10][CH:11]=1)[S:37]([CH2:33][CH2:34][CH2:35][CH3:36])(=[O:39])=[O:38])[CH:2]([CH3:4])[CH3:3], predict the reactants needed to synthesize it. The reactants are: [CH2:1]([NH:5][CH2:6][C:7]1[S:8][C:9]([C:12]2[CH:17]=[CH:16][CH:15]=[C:14]([S:18]([CH3:21])(=[O:20])=[O:19])[CH:13]=2)=[CH:10][CH:11]=1)[CH:2]([CH3:4])[CH3:3].C/C(/C)=C(/OC)\O[Si](C)(C)C.[CH2:33]([S:37](Cl)(=[O:39])=[O:38])[CH2:34][CH2:35][CH3:36].